From a dataset of Full USPTO retrosynthesis dataset with 1.9M reactions from patents (1976-2016). Predict the reactants needed to synthesize the given product. (1) Given the product [Cl:28][C:26]1[CH:27]=[C:22]([CH2:21][N:17]2[C@H:16]([C:14]([N:7]3[C:8]4[C:13](=[CH:12][CH:11]=[CH:10][CH:9]=4)[N:4]([CH:1]4[CH2:3][CH2:2]4)[CH2:5][CH2:6]3)=[O:15])[CH2:20][S:19][CH2:18]2)[C:23]([Cl:30])=[CH:24][C:25]=1[O:29][CH2:34][C:33]1[CH:32]=[CH:40][C:39]([C:41]([NH:79][CH2:80][C@H:81]([OH:82])[C@@H:83]([OH:84])[C@H:85]([OH:86])[C@H:87]([OH:88])[CH2:89][OH:90])=[O:42])=[CH:38][CH:37]=1, predict the reactants needed to synthesize it. The reactants are: [CH:1]1([N:4]2[C:13]3[C:8](=[CH:9][CH:10]=[CH:11][CH:12]=3)[N:7]([C:14]([C@@H:16]3[CH2:20][S:19][CH2:18][N:17]3[CH2:21][C:22]3[CH:27]=[C:26]([Cl:28])[C:25]([OH:29])=[CH:24][C:23]=3[Cl:30])=[O:15])[CH2:6][CH2:5]2)[CH2:3][CH2:2]1.C[C:32]1[CH:40]=[C:39]([CH2:41][OH:42])[CH:38]=[CH:37][C:33]=1[C:34](O)=O.C1(P(C2C=CC=CC=2)C2C=CC=CC=2)C=CC=CC=1.N(C(OC(C)C)=O)=NC(OC(C)C)=O.O[Li].O.[NH2:79][CH2:80][C@@H:81]([C@H:83]([C@@H:85]([C@@H:87]([CH2:89][OH:90])[OH:88])[OH:86])[OH:84])[OH:82].CCN(C(C)C)C(C)C.CN(C(ON1N=NC2C=CC=NC1=2)=[N+](C)C)C.F[P-](F)(F)(F)(F)F.C(O)(C(F)(F)F)=O. (2) Given the product [F:15][C:14]([F:17])([F:16])[C:13]([C:6]1[C:7]([CH3:12])=[N:8][C:9]2[C:4]([C:5]=1[C:19]1[CH:20]=[CH:21][C:22]([F:25])=[CH:23][CH:24]=1)=[CH:3][C:2]([N:26]1[CH2:30][CH2:29][CH:28]([OH:31])[CH2:27]1)=[CH:11][CH:10]=2)=[O:18], predict the reactants needed to synthesize it. The reactants are: Br[C:2]1[CH:3]=[C:4]2[C:9](=[CH:10][CH:11]=1)[N:8]=[C:7]([CH3:12])[C:6]([C:13](=[O:18])[C:14]([F:17])([F:16])[F:15])=[C:5]2[C:19]1[CH:24]=[CH:23][C:22]([F:25])=[CH:21][CH:20]=1.[NH:26]1[CH2:30][CH2:29][CH:28]([OH:31])[CH2:27]1. (3) Given the product [CH3:24][C:10]([C:7]1[CH:6]=[CH:5][C:4]([N+:1]([O-:3])=[O:2])=[CH:9][N:8]=1)([C:16]([O:18][CH2:19][CH3:20])=[O:17])[C:11]([O:13][CH2:14][CH3:15])=[O:12], predict the reactants needed to synthesize it. The reactants are: [N+:1]([C:4]1[CH:5]=[CH:6][C:7]([CH:10]([C:16]([O:18][CH2:19][CH3:20])=[O:17])[C:11]([O:13][CH2:14][CH3:15])=[O:12])=[N:8][CH:9]=1)([O-:3])=[O:2].[H-].[Na+].I[CH3:24].O. (4) Given the product [CH:1]1([C:4]2[N:8]=[C:7]([C:9](=[C:31]3[CH2:32][CH2:33][CH2:34][CH2:35][C:30]3([CH3:37])[CH3:29])[C:13]#[N:14])[O:6][N:5]=2)[CH2:3][CH2:2]1, predict the reactants needed to synthesize it. The reactants are: [CH:1]1([C:4]2[N:8]=[C:7]([C:9]3C4CCCCC=4S[C:13]=3[NH:14]C(N3CCC[C@@H]3C(O)=O)=O)[O:6][N:5]=2)[CH2:3][CH2:2]1.[CH3:29][C:30]1([CH3:37])[CH2:35][CH2:34][CH2:33][CH2:32][C:31]1=O.C1(C2N=C(CC#N)ON=2)CC1. (5) Given the product [C:20]([Si:17]([CH3:19])([CH3:18])[O:1][C:2]1[CH:10]=[CH:9][CH:8]=[C:7]2[C:3]=1[CH2:4][CH2:5][C:6]2=[O:11])([CH3:23])([CH3:22])[CH3:21], predict the reactants needed to synthesize it. The reactants are: [OH:1][C:2]1[CH:10]=[CH:9][CH:8]=[C:7]2[C:3]=1[CH2:4][CH2:5][C:6]2=[O:11].N1C=CN=C1.[Si:17](Cl)([C:20]([CH3:23])([CH3:22])[CH3:21])([CH3:19])[CH3:18]. (6) Given the product [N:32]1([C:83]([O:1][C@H:2]2[CH2:3][C@H:4]([C:23]([NH:61][OH:70])=[O:24])[C@@H:5]([C:9]([N:11]3[CH2:16][CH:15]=[C:14]([C:17]4[CH:22]=[CH:21][CH:20]=[CH:19][CH:18]=4)[CH2:13][CH2:12]3)=[O:10])[N:6]([CH3:8])[CH2:7]2)=[O:84])[CH2:33][CH2:28][CH2:29][CH2:30][CH2:31]1, predict the reactants needed to synthesize it. The reactants are: [OH:1][C@@H:2]1[CH2:7][N:6]([CH3:8])[C@H:5]([C:9]([N:11]2[CH2:16][CH:15]=[C:14]([C:17]3[CH:22]=[CH:21][CH:20]=[CH:19][CH:18]=3)[CH2:13][CH2:12]2)=[O:10])[C@@H:4]([C:23](OC)=[O:24])[CH2:3]1.O[C@@H:28]1[CH2:33][NH:32][C@H:31](C(O)=O)[C@@H:30](C(OC)=O)[CH2:29]1.Cl.C1(C2CCNCC=2)C=CC=CC=1.F[P-](F)(F)(F)(F)F.[N:61]1([O:70][P+](N(C)C)(N(C)C)N(C)C)C2C=CC=CC=2N=N1.CN(C)[CH:83]=[O:84].C(N(CC)C(C)C)(C)C.C(#N)C.O1CCCC1.C=O.C(O[BH-](OC(=O)C)OC(=O)C)(=O)C.[Na+]. (7) Given the product [F:31][C:32]([F:37])([F:36])[C:33]([OH:35])=[O:34].[F:1][C:2]1[CH:29]=[CH:28][C:27]([F:30])=[CH:26][C:3]=1[CH2:4][N:5]1[C:13]2[C:8](=[N:9][CH:10]=[CH:11][C:12]=2[N:14]2[CH2:19][CH2:18][CH2:17][C@@H:16]([NH2:20])[CH2:15]2)[N:7]([CH3:24])[C:6]1=[O:25], predict the reactants needed to synthesize it. The reactants are: [F:1][C:2]1[CH:29]=[CH:28][C:27]([F:30])=[CH:26][C:3]=1[CH2:4][N:5]1[C:13]2[C:8](=[N:9][CH:10]=[CH:11][C:12]=2[N:14]2[CH2:19][CH2:18][CH2:17][C@@H:16]([NH:20]C(=O)O)[CH2:15]2)[N:7]([CH3:24])[C:6]1=[O:25].[F:31][C:32]([F:37])([F:36])[C:33]([OH:35])=[O:34]. (8) Given the product [C:29]([C:26]1[CH:27]=[CH:28][C:23]([S:20]([N:7]2[C:6]3[C:33]([Cl:34])=[C:2]([C:39]4[CH:38]=[N:37][N:36]([CH3:35])[CH:40]=4)[CH:3]=[CH:4][C:5]=3[NH:11][C:10]3[N:12]=[C:13]([C:16]([F:19])([F:18])[F:17])[CH:14]=[CH:15][C:9]=3[CH2:8]2)(=[O:22])=[O:21])=[CH:24][CH:25]=1)([CH3:31])([CH3:30])[CH3:32], predict the reactants needed to synthesize it. The reactants are: Br[C:2]1[CH:3]=[CH:4][C:5]2[NH:11][C:10]3[N:12]=[C:13]([C:16]([F:19])([F:18])[F:17])[CH:14]=[CH:15][C:9]=3[CH2:8][N:7]([S:20]([C:23]3[CH:28]=[CH:27][C:26]([C:29]([CH3:32])([CH3:31])[CH3:30])=[CH:25][CH:24]=3)(=[O:22])=[O:21])[C:6]=2[C:33]=1[Cl:34].[CH3:35][N:36]1[CH:40]=[C:39](B2OC(C)(C)C(C)(C)O2)[CH:38]=[N:37]1. (9) Given the product [NH2:11][C:9]1[CH:8]=[CH:7][N:6]=[C:5]([O:4][C:3]2[CH:12]=[CH:13][CH:14]=[CH:15][C:2]=2[C:21]2[CH:20]=[CH:19][C:18]([C:32]3[CH:37]=[N:36][C:35]([NH2:38])=[N:34][CH:33]=3)=[C:17]([F:16])[CH:22]=2)[N:10]=1, predict the reactants needed to synthesize it. The reactants are: Br[C:2]1[CH:15]=[CH:14][CH:13]=[CH:12][C:3]=1[O:4][C:5]1[N:10]=[C:9]([NH2:11])[CH:8]=[CH:7][N:6]=1.[F:16][C:17]1[CH:22]=[C:21](B2OC(C)(C)C(C)(C)O2)[CH:20]=[CH:19][C:18]=1[C:32]1[CH:33]=[N:34][C:35]([NH2:38])=[N:36][CH:37]=1. (10) Given the product [C:39]([O:42][CH2:43][C:44]1[O:48][N:47]=[C:46]([CH3:49])[C:45]=1[C:2]1[C:3]([C:8](=[O:9])[C:10]2[CH:15]=[CH:14][C:13]([Cl:16])=[CH:12][CH:11]=2)=[N:4][N:5]([CH3:7])[CH:6]=1)(=[O:41])[CH3:40], predict the reactants needed to synthesize it. The reactants are: Br[C:2]1[C:3]([C:8]([C:10]2[CH:15]=[CH:14][C:13]([Cl:16])=[CH:12][CH:11]=2)=[O:9])=[N:4][N:5]([CH3:7])[CH:6]=1.Br[C:2]1[C:3]([C:8]([C:10]2[CH:15]=[CH:14][C:13]([Cl:16])=[CH:12][CH:11]=2)=[O:9])=[N:4][N:5]([CH3:7])[CH:6]=1.C([O-])([O-])=O.[K+].[K+].[C:39]([O:42][CH2:43][C:44]1[O:48][N:47]=[C:46]([CH3:49])[C:45]=1B1OC(C)(C)C(C)(C)O1)(=[O:41])[CH3:40].C(Cl)Cl.